From a dataset of Reaction yield outcomes from USPTO patents with 853,638 reactions. Predict the reaction yield, written as a fraction of the theoretical maximum amount of product (1.0 means a 100% yield; for example, 0.34 means a 34% yield). (1) The reactants are [Cl-].O[NH3+:3].[C:4](=[O:7])([O-])[OH:5].[Na+].CS(C)=O.[CH2:13]([C:17]1[N:18]=[C:19]([CH3:47])[N:20]([C:40]2[CH:45]=[CH:44][CH:43]=[C:42]([CH3:46])[CH:41]=2)[C:21](=[O:39])[C:22]=1[CH2:23][C:24]1[CH:29]=[CH:28][C:27]([C:30]2[C:31]([C:36]#[N:37])=[CH:32][CH:33]=[CH:34][CH:35]=2)=[CH:26][C:25]=1[F:38])[CH2:14][CH2:15][CH3:16]. The catalyst is O.C(OCC)(=O)C. The product is [CH2:13]([C:17]1[N:18]=[C:19]([CH3:47])[N:20]([C:40]2[CH:45]=[CH:44][CH:43]=[C:42]([CH3:46])[CH:41]=2)[C:21](=[O:39])[C:22]=1[CH2:23][C:24]1[CH:29]=[CH:28][C:27]([C:30]2[CH:35]=[CH:34][CH:33]=[CH:32][C:31]=2[C:36]2[NH:3][C:4](=[O:7])[O:5][N:37]=2)=[CH:26][C:25]=1[F:38])[CH2:14][CH2:15][CH3:16]. The yield is 0.680. (2) The reactants are [CH2:1]([C:7]1[C:8]2[S:17][CH:16]=[CH:15][C:9]=2[S:10][C:11]=1C(O)=O)[CH2:2][CH2:3][CH2:4][CH2:5][CH3:6].N1C2C(=CC=CC=2)C=CC=1.C(=O)=O. The catalyst is [Cu].CCCCCC. The product is [CH2:1]([C:7]1[C:8]2[S:17][CH:16]=[CH:15][C:9]=2[S:10][CH:11]=1)[CH2:2][CH2:3][CH2:4][CH2:5][CH3:6]. The yield is 0.903. (3) The yield is 0.780. The catalyst is CN(C=O)C. The product is [O:35]=[C:33]1[C:32]2[C:31](=[CH:39][CH:38]=[CH:37][CH:36]=2)[C:30](=[O:40])[N:34]1[CH2:12][CH2:13][O:14][CH2:15][CH2:16][O:17][CH2:18][CH2:19][O:20][CH2:21][CH2:22][C:23]([O:25][C:26]([CH3:27])([CH3:29])[CH3:28])=[O:24]. The reactants are S(O[CH2:12][CH2:13][O:14][CH2:15][CH2:16][O:17][CH2:18][CH2:19][O:20][CH2:21][CH2:22][C:23]([O:25][C:26]([CH3:29])([CH3:28])[CH3:27])=[O:24])(C1C=CC(C)=CC=1)(=O)=O.[C:30]1(=[O:40])[NH:34][C:33](=[O:35])[C:32]2=[CH:36][CH:37]=[CH:38][CH:39]=[C:31]12.[K].O.